Dataset: Catalyst prediction with 721,799 reactions and 888 catalyst types from USPTO. Task: Predict which catalyst facilitates the given reaction. Reactant: C1(S([N:10]2[C:14]3=[CH:15][N:16]=[CH:17][C:18]([C:19]4[N:27]=[C:26]5[C:22]([N:23]=[C:24]([CH2:29][N:30]6[CH2:35][CH2:34][CH:33]([C:36]([OH:39])([CH3:38])[CH3:37])[CH2:32][CH2:31]6)[N:25]5[CH3:28])=[C:21]([N:40]5[CH2:45][CH2:44][O:43][CH2:42][CH2:41]5)[N:20]=4)=[C:13]3[CH:12]=[C:11]2[CH3:46])(=O)=O)C=CC=CC=1. Product: [CH3:28][N:25]1[C:24]([CH2:29][N:30]2[CH2:31][CH2:32][CH:33]([C:36]([OH:39])([CH3:38])[CH3:37])[CH2:34][CH2:35]2)=[N:23][C:22]2[C:26]1=[N:27][C:19]([C:18]1[CH:17]=[N:16][CH:15]=[C:14]3[NH:10][C:11]([CH3:46])=[CH:12][C:13]=13)=[N:20][C:21]=2[N:40]1[CH2:45][CH2:44][O:43][CH2:42][CH2:41]1. The catalyst class is: 758.